From a dataset of Catalyst prediction with 721,799 reactions and 888 catalyst types from USPTO. Predict which catalyst facilitates the given reaction. Reactant: [C-:1]#[N:2].[K+].[Br:4][C:5]1[CH:6]=[C:7]2[C:11](=[CH:12][CH:13]=1)[C@@H:10]([N:14]1[C:18]3=[N:19][C:20]([CH2:24]OS(C)(=O)=O)=[CH:21][C:22]([CH3:23])=[C:17]3[N:16]=[C:15]1[CH2:30][CH3:31])[CH2:9][CH2:8]2. Product: [Br:4][C:5]1[CH:6]=[C:7]2[C:11](=[CH:12][CH:13]=1)[C@@H:10]([N:14]1[C:18]3=[N:19][C:20]([CH2:24][C:1]#[N:2])=[CH:21][C:22]([CH3:23])=[C:17]3[N:16]=[C:15]1[CH2:30][CH3:31])[CH2:9][CH2:8]2. The catalyst class is: 18.